Dataset: Catalyst prediction with 721,799 reactions and 888 catalyst types from USPTO. Task: Predict which catalyst facilitates the given reaction. (1) Reactant: [O-]S(C(F)(F)F)(=O)=O.[CH2:9]([C:13]1[CH:18]=[CH:17][C:16]([N:19]([C:29]2[CH:34]=[CH:33][C:32](/[CH:35]=[CH:36]/[C:37]3[CH:42]=[CH:41][C:40]([N:43]([C:53]4[CH:58]=[CH:57][C:56]([CH2:59][CH2:60][CH2:61][CH3:62])=[CH:55][CH:54]=4)[C:44]4[CH:49]=[CH:48][CH:47]=[C:46]([S+:50]([CH3:52])[CH3:51])[CH:45]=4)=[CH:39][CH:38]=3)=[CH:31][CH:30]=2)[C:20]2[CH:21]=[C:22]([S+:26]([CH3:28])[CH3:27])[CH:23]=[CH:24][CH:25]=2)=[CH:15][CH:14]=1)[CH2:10][CH2:11][CH3:12].[O-]S(C(F)(F)F)(=O)=O.[F:71][Sb-:72]([F:77])([F:76])([F:75])([F:74])[F:73].[Na+]. Product: [F:71][Sb-:72]([F:77])([F:76])([F:75])([F:74])[F:73].[CH2:9]([C:13]1[CH:14]=[CH:15][C:16]([N:19]([C:29]2[CH:34]=[CH:33][C:32]([CH:35]=[CH:36][C:37]3[CH:42]=[CH:41][C:40]([N:43]([C:53]4[CH:58]=[CH:57][C:56]([CH2:59][CH2:60][CH2:61][CH3:62])=[CH:55][CH:54]=4)[C:44]4[CH:49]=[CH:48][CH:47]=[C:46]([S+:50]([CH3:52])[CH3:51])[CH:45]=4)=[CH:39][CH:38]=3)=[CH:31][CH:30]=2)[C:20]2[CH:21]=[C:22]([S+:26]([CH3:28])[CH3:27])[CH:23]=[CH:24][CH:25]=2)=[CH:17][CH:18]=1)[CH2:10][CH2:11][CH3:12].[F:71][Sb-:72]([F:77])([F:76])([F:75])([F:74])[F:73]. The catalyst class is: 21. (2) Reactant: [NH2:1][CH2:2][C:3]1[CH:8]=[CH:7][C:6]([CH:9]2[CH2:14][CH2:13][N:12]([C:15]([O:17][C:18]([CH3:21])([CH3:20])[CH3:19])=[O:16])[CH2:11][CH:10]2[O:22][CH2:23][C:24]2[CH:33]=[CH:32][C:31]3[C:26](=[CH:27][CH:28]=[CH:29][CH:30]=3)[CH:25]=2)=[CH:5][CH:4]=1.C(N(CC)CC)C.[C:41]1([S:47](Cl)(=[O:49])=[O:48])[CH:46]=[CH:45][CH:44]=[CH:43][CH:42]=1. Product: [C:41]1([S:47]([CH:2]([NH2:1])[C:3]2[CH:8]=[CH:7][C:6]([CH:9]3[CH2:14][CH2:13][N:12]([C:15]([O:17][C:18]([CH3:21])([CH3:19])[CH3:20])=[O:16])[CH2:11][CH:10]3[O:22][CH2:23][C:24]3[CH:33]=[CH:32][C:31]4[C:26](=[CH:27][CH:28]=[CH:29][CH:30]=4)[CH:25]=3)=[CH:5][CH:4]=2)(=[O:49])=[O:48])[CH:46]=[CH:45][CH:44]=[CH:43][CH:42]=1. The catalyst class is: 2. (3) Reactant: [CH3:1][NH:2][C:3]([C:5]1[NH:6][C:7]([C:13]([CH3:16])([CH3:15])[CH3:14])=[CH:8][C:9]=1[N+:10]([O-])=O)=[O:4]. Product: [CH3:1][NH:2][C:3]([C:5]1[NH:6][C:7]([C:13]([CH3:16])([CH3:15])[CH3:14])=[CH:8][C:9]=1[NH2:10])=[O:4]. The catalyst class is: 99. (4) Reactant: [Cl:1][C:2]1[CH:3]=[C:4]([CH:27]=[C:28]([Cl:31])[C:29]=1[Cl:30])[CH2:5][N:6]1[CH:10]=[C:9]([C:11]([NH:13][NH:14][C:15]([C:17]2[CH:18]=[N:19][CH:20]=[C:21]([CH:26]=2)[C:22]([O:24]C)=[O:23])=O)=O)[N:8]=[N:7]1.COC1C=CC(P2(SP(C3C=CC(OC)=CC=3)(=S)S2)=[S:41])=CC=1.CO.[OH-].[Na+]. Product: [Cl:1][C:2]1[CH:3]=[C:4]([CH:27]=[C:28]([Cl:31])[C:29]=1[Cl:30])[CH2:5][N:6]1[CH:10]=[C:9]([C:11]2[S:41][C:15]([C:17]3[CH:18]=[N:19][CH:20]=[C:21]([CH:26]=3)[C:22]([OH:24])=[O:23])=[N:14][N:13]=2)[N:8]=[N:7]1. The catalyst class is: 10. (5) Reactant: Cl[C:2]1[N:7]=[C:6]([CH2:8][OH:9])[C:5]([O:10][C:11]2[CH:16]=[CH:15][CH:14]=[CH:13][CH:12]=2)=[CH:4][CH:3]=1. Product: [O:10]([C:5]1[C:6]([CH2:8][OH:9])=[N:7][CH:2]=[CH:3][CH:4]=1)[C:11]1[CH:12]=[CH:13][CH:14]=[CH:15][CH:16]=1. The catalyst class is: 178. (6) Reactant: C(O)(C(F)(F)F)=O.[NH:8]1[C:12]2[CH:13]=[CH:14][CH:15]=[CH:16][C:11]=2[N:10]=[C:9]1[C:17]1[C:25]2[C:20](=[CH:21][CH:22]=[C:23]([NH:26][C:27]([CH:29]3[CH2:34][CH2:33][N:32]([C:35]4[CH:40]=[CH:39][N:38]=[CH:37][CH:36]=4)[CH2:31][CH2:30]3)=[O:28])[CH:24]=2)[N:19](C2CCCCO2)[N:18]=1. Product: [NH:10]1[C:11]2[CH:16]=[CH:15][CH:14]=[CH:13][C:12]=2[N:8]=[C:9]1[C:17]1[C:25]2[C:20](=[CH:21][CH:22]=[C:23]([NH:26][C:27]([CH:29]3[CH2:30][CH2:31][N:32]([C:35]4[CH:40]=[CH:39][N:38]=[CH:37][CH:36]=4)[CH2:33][CH2:34]3)=[O:28])[CH:24]=2)[NH:19][N:18]=1. The catalyst class is: 2. (7) Reactant: Br[C:2]1[CH:7]=[CH:6][N:5]=[C:4]2[NH:8][CH:9]=[CH:10][C:3]=12.[H-].[Na+].C([Li])CCC.[B:18](OC(C)C)([O:23]C(C)C)[O:19]C(C)C. Product: [NH:8]1[C:4]2=[N:5][CH:6]=[CH:7][C:2]([B:18]([OH:23])[OH:19])=[C:3]2[CH:10]=[CH:9]1. The catalyst class is: 1. (8) Reactant: [Cl:1][C:2]1[CH:7]=[CH:6][CH:5]=[C:4]([Cl:8])[C:3]=1[NH:9][C:10]1[N:11]([CH3:29])[C:12]2[C:21]3[C:20](=[O:22])[NH:19][C:18]([CH:23]([OH:26])[CH:24]=[CH2:25])=[C:17]([CH3:27])[C:16]=3[CH:15]=[CH:14][C:13]=2[N:28]=1.C(N(CC)CC)C.[C:37](OC(=O)C)(=[O:39])[CH3:38]. Product: [Cl:8][C:4]1[CH:5]=[CH:6][CH:7]=[C:2]([Cl:1])[C:3]=1[NH:9][C:10]1[N:11]([CH3:29])[C:12]2[C:21]3[C:20](=[O:22])[NH:19][C:18]([CH:23]([O:26][C:37](=[O:39])[CH3:38])[CH:24]=[CH2:25])=[C:17]([CH3:27])[C:16]=3[CH:15]=[CH:14][C:13]=2[N:28]=1. The catalyst class is: 1.